From a dataset of Reaction yield outcomes from USPTO patents with 853,638 reactions. Predict the reaction yield, written as a fraction of the theoretical maximum amount of product (1.0 means a 100% yield; for example, 0.34 means a 34% yield). (1) The reactants are [S:1]1[CH:5]=[CH:4][CH:3]=[C:2]1[C:6]1[S:7][CH:8]=[CH:9][CH:10]=1.C([Li])CCC.Br[CH2:17][CH2:18][CH2:19][CH2:20][CH2:21][CH2:22][O:23][Si:24]([C:27]([CH3:30])([CH3:29])[CH3:28])([CH3:26])[CH3:25]. The catalyst is C1COCC1. The product is [S:1]1[C:5]([CH2:17][CH2:18][CH2:19][CH2:20][CH2:21][CH2:22][O:23][Si:24]([C:27]([CH3:28])([CH3:30])[CH3:29])([CH3:25])[CH3:26])=[CH:4][CH:3]=[C:2]1[C:6]1[S:7][CH:8]=[CH:9][CH:10]=1. The yield is 0.790. (2) The reactants are Br[C:2]1[CH:7]=[CH:6][C:5]([N:8]([C:16]2[CH:21]=[CH:20][C:19](Br)=[CH:18][CH:17]=2)[C:9]2[CH:14]=[CH:13][C:12](Br)=[CH:11][CH:10]=2)=[CH:4][CH:3]=1.C([Sn](CCCC)(CCCC)[C:28]1[S:29][CH:30]=[CH:31][CH:32]=1)CCC. The catalyst is C1(C)C=CC=CC=1.C1C=CC([P]([Pd]([P](C2C=CC=CC=2)(C2C=CC=CC=2)C2C=CC=CC=2)([P](C2C=CC=CC=2)(C2C=CC=CC=2)C2C=CC=CC=2)[P](C2C=CC=CC=2)(C2C=CC=CC=2)C2C=CC=CC=2)(C2C=CC=CC=2)C2C=CC=CC=2)=CC=1. The product is [S:29]1[CH:30]=[CH:31][CH:32]=[C:28]1[C:2]1[CH:7]=[CH:6][C:5]([N:8]([C:16]2[CH:21]=[CH:20][C:19]([C:30]3[S:29][CH:28]=[CH:32][CH:31]=3)=[CH:18][CH:17]=2)[C:9]2[CH:14]=[CH:13][C:12]([C:28]3[S:29][CH:30]=[CH:31][CH:32]=3)=[CH:11][CH:10]=2)=[CH:4][CH:3]=1. The yield is 0.850. (3) The reactants are Cl[C:2]1[CH:9]=[CH:8][C:5]([CH:6]=[O:7])=[CH:4][N:3]=1.[CH3:10][S-:11].[Na+].O. The catalyst is CN(C=O)C. The product is [CH3:10][S:11][C:2]1[CH:9]=[CH:8][C:5]([CH:6]=[O:7])=[CH:4][N:3]=1. The yield is 0.740. (4) The reactants are Cl.Cl.[N:3]12[CH2:10][CH2:9][CH:6]([CH2:7][CH2:8]1)[C@H:5]([NH2:11])[CH2:4]2.C[O-].[Na+].C(O)(=O)C.C([BH3-])#N.[Na+].[Cl:23][C:24]1[CH:25]=[C:26]2[C:30](=[C:31]([C:33]([O:35][CH3:36])=[O:34])[CH:32]=1)[N:29]([CH2:37][CH:38]=O)[N:28]=[CH:27]2. The catalyst is CO. The product is [Cl:23][C:24]1[CH:25]=[C:26]2[C:30](=[C:31]([C:33]([O:35][CH3:36])=[O:34])[CH:32]=1)[N:29]([CH2:37][CH2:38][NH:11][C@H:5]1[CH:6]3[CH2:9][CH2:10][N:3]([CH2:8][CH2:7]3)[CH2:4]1)[N:28]=[CH:27]2. The yield is 0.770.